Dataset: Forward reaction prediction with 1.9M reactions from USPTO patents (1976-2016). Task: Predict the product of the given reaction. (1) Given the reactants C([N:8]1[C:13](=[O:14])[C:12]2[C:15]([NH:22][C:23]3[CH:28]=[CH:27][C:26]([N+:29]([O-])=O)=[CH:25][C:24]=3[F:32])=[C:16]([CH3:21])[C:17](=[O:20])[N:18]([CH3:19])[C:11]=2[N:10]=[CH:9]1)C1C=CC=CC=1.C([O-])=O.[NH4+], predict the reaction product. The product is: [NH2:29][C:26]1[CH:27]=[CH:28][C:23]([NH:22][C:15]2[C:12]3[C:13](=[O:14])[NH:8][CH:9]=[N:10][C:11]=3[N:18]([CH3:19])[C:17](=[O:20])[C:16]=2[CH3:21])=[C:24]([F:32])[CH:25]=1. (2) Given the reactants [Cl:1][C:2]1[CH:16]=[CH:15][C:5]([O:6][C:7]2[CH:14]=[CH:13][CH:12]=[CH:11][C:8]=2[CH2:9][NH2:10])=[CH:4][CH:3]=1.[CH3:17][CH:18]([CH3:29])[CH2:19][C:20]([N:22]1[CH2:27][CH2:26][C:25](=O)[CH2:24][CH2:23]1)=[O:21].[BH-](OC(C)=O)(OC(C)=O)OC(C)=O.[Na+].C(O)(=O)C, predict the reaction product. The product is: [Cl:1][C:2]1[CH:16]=[CH:15][C:5]([O:6][C:7]2[CH:14]=[CH:13][CH:12]=[CH:11][C:8]=2[CH2:9][NH:10][CH:25]2[CH2:26][CH2:27][N:22]([C:20](=[O:21])[CH2:19][CH:18]([CH3:17])[CH3:29])[CH2:23][CH2:24]2)=[CH:4][CH:3]=1. (3) Given the reactants [Cl:1][C:2]1[CH:3]=[CH:4][C:5]([C:8]([C:16]2[CH:21]=[C:20]([C:22]([F:25])([F:24])[F:23])[CH:19]=[C:18]([F:26])[CH:17]=2)=[N:9][S@@:10]([C:12]([CH3:15])([CH3:14])[CH3:13])=[O:11])=[N:6][CH:7]=1.[CH2:27]([Mg])[C:28]1[CH:33]=[CH:32][CH:31]=[CH:30][CH:29]=1, predict the reaction product. The product is: [Cl:1][C:2]1[CH:3]=[CH:4][C:5]([C@@:8]([NH:9][S@@:10]([C:12]([CH3:15])([CH3:14])[CH3:13])=[O:11])([C:16]2[CH:21]=[C:20]([C:22]([F:25])([F:24])[F:23])[CH:19]=[C:18]([F:26])[CH:17]=2)[CH2:27][C:28]2[CH:33]=[CH:32][CH:31]=[CH:30][CH:29]=2)=[N:6][CH:7]=1. (4) Given the reactants [NH2:1][CH2:2][C:3]([O:5][C:6]([CH3:9])([CH3:8])[CH3:7])=[O:4].[C:10](OC(Cl)(Cl)Cl)(OC(Cl)(Cl)Cl)=[O:11].C(N(CC)CC)C, predict the reaction product. The product is: [N:1]([CH2:2][C:3]([O:5][C:6]([CH3:9])([CH3:8])[CH3:7])=[O:4])=[C:10]=[O:11].